Dataset: Forward reaction prediction with 1.9M reactions from USPTO patents (1976-2016). Task: Predict the product of the given reaction. (1) Given the reactants [CH:1]([C:3]1[NH:4][C:5]2[CH2:6][CH2:7][CH2:8][CH2:9][C:10]=2[C:11]=1[CH2:12][CH2:13][C:14]([OH:16])=[O:15])=O.[Cl:17][C:18]1[CH:19]=[C:20]2[C:24](=[CH:25][CH:26]=1)[NH:23][C:22](=[O:27])[CH2:21]2.N1CCCCC1.N1CCCC1, predict the reaction product. The product is: [Cl:17][C:18]1[CH:19]=[C:20]2[C:24](=[CH:25][CH:26]=1)[NH:23][C:22](=[O:27])[C:21]2=[CH:1][C:3]1[NH:4][C:5]2[CH2:6][CH2:7][CH2:8][CH2:9][C:10]=2[C:11]=1[CH2:12][CH2:13][C:14]([OH:16])=[O:15]. (2) Given the reactants [N:1]([CH:4]1[CH2:9][CH2:8][CH2:7][C:6]([C:10]2[CH:15]=[CH:14][C:13]([C:16]([N:18]3[C:24]4[CH:25]=[CH:26][CH:27]=[CH:28][C:23]=4[CH2:22][N:21]4[CH:29]=[CH:30][CH:31]=[C:20]4[CH2:19]3)=[O:17])=[CH:12][C:11]=2[CH3:32])=[C:5]1[CH3:33])=[N+]=[N-].C1(P(C2C=CC=CC=2)C2C=CC=CC=2)C=CC=CC=1, predict the reaction product. The product is: [NH2:1][CH:4]1[CH2:9][CH2:8][CH2:7][C:6]([C:10]2[CH:15]=[CH:14][C:13]([C:16]([N:18]3[C:24]4[CH:25]=[CH:26][CH:27]=[CH:28][C:23]=4[CH2:22][N:21]4[CH:29]=[CH:30][CH:31]=[C:20]4[CH2:19]3)=[O:17])=[CH:12][C:11]=2[CH3:32])=[C:5]1[CH3:33]. (3) The product is: [Cl:1][C:2]1[CH:3]=[CH:4][C:5]([OH:11])=[C:6]([CH:10]=1)[C:7]([NH:15][C:14]1[CH:16]=[CH:17][C:18]([CH3:20])=[CH:19][C:13]=1[Cl:12])=[O:9]. Given the reactants [Cl:1][C:2]1[CH:3]=[CH:4][C:5]([OH:11])=[C:6]([CH:10]=1)[C:7]([OH:9])=O.[Cl:12][C:13]1[CH:19]=[C:18]([CH3:20])[CH:17]=[CH:16][C:14]=1[NH2:15], predict the reaction product. (4) The product is: [CH2:31]([C:29]1[S:28][C:24]2[N:25]=[CH:26][N:27]=[C:22]([N:19]3[CH2:20][CH2:21][N:16]([C:14]([CH:9]4[CH2:10][CH2:11][CH2:12][CH2:13][NH:8]4)=[O:15])[CH2:17][CH2:18]3)[C:23]=2[CH:30]=1)[CH3:32]. Given the reactants C(OC([N:8]1[CH2:13][CH2:12][CH2:11][CH2:10][CH:9]1[C:14]([N:16]1[CH2:21][CH2:20][N:19]([C:22]2[C:23]3[CH:30]=[C:29]([CH2:31][CH3:32])[S:28][C:24]=3[N:25]=[CH:26][N:27]=2)[CH2:18][CH2:17]1)=[O:15])=O)(C)(C)C.Cl, predict the reaction product. (5) The product is: [Br:1][C:2]1[CH:3]=[C:4]([I:9])[C:5](=[O:8])[NH:6][CH:7]=1. Given the reactants [Br:1][C:2]1[CH:3]=[CH:4][C:5](=[O:8])[NH:6][CH:7]=1.[I:9]N1C(=O)CCC1=O, predict the reaction product.